This data is from Forward reaction prediction with 1.9M reactions from USPTO patents (1976-2016). The task is: Predict the product of the given reaction. (1) The product is: [CH3:1][O:2][C:3]1[CH:4]=[C:5]2[C:10](=[CH:11][C:12]=1[O:13][CH3:14])[N:9]=[CH:8][CH:7]=[C:6]2[O:15][C:16]1[CH:21]=[CH:20][C:19]([NH:22][CH2:23][CH2:24][O:25][C:26]2[CH:31]=[C:30]([CH3:32])[CH:29]=[C:28]([CH3:33])[CH:27]=2)=[CH:18][CH:17]=1. Given the reactants [CH3:1][O:2][C:3]1[CH:4]=[C:5]2[C:10](=[CH:11][C:12]=1[O:13][CH3:14])[N:9]=[CH:8][CH:7]=[C:6]2[O:15][C:16]1[CH:21]=[CH:20][C:19]([NH:22][C:23](=O)[CH2:24][O:25][C:26]2[CH:31]=[C:30]([CH3:32])[CH:29]=[C:28]([CH3:33])[CH:27]=2)=[CH:18][CH:17]=1.Cl.[OH-].[Na+], predict the reaction product. (2) Given the reactants [N:1]1([C:5]([C:7]2[N:12]=[CH:11][C:10]([O:13][C:14]3[CH:15]=[C:16]([CH:27]=[C:28]([O:30]CC4C=CC=CC=4)[CH:29]=3)[C:17]([NH:19][C:20]3[CH:25]=[N:24][C:23]([CH3:26])=[CH:22][N:21]=3)=[O:18])=[CH:9][CH:8]=2)=[O:6])[CH2:4][CH2:3][CH2:2]1.C(O)C.CO, predict the reaction product. The product is: [N:1]1([C:5]([C:7]2[N:12]=[CH:11][C:10]([O:13][C:14]3[CH:15]=[C:16]([CH:27]=[C:28]([OH:30])[CH:29]=3)[C:17]([NH:19][C:20]3[CH:25]=[N:24][C:23]([CH3:26])=[CH:22][N:21]=3)=[O:18])=[CH:9][CH:8]=2)=[O:6])[CH2:2][CH2:3][CH2:4]1.